Dataset: Forward reaction prediction with 1.9M reactions from USPTO patents (1976-2016). Task: Predict the product of the given reaction. (1) Given the reactants [CH2:1]([N:3]1[C:7]2=[N:8][C:9]([CH2:32][CH3:33])=[C:10]([CH2:19][NH:20][C:21]([C:23]3[CH:24]=[C:25]([CH:29]=[CH:30][CH:31]=3)[C:26]([OH:28])=O)=[O:22])[C:11]([NH:12][CH:13]3[CH2:18][CH2:17][O:16][CH2:15][CH2:14]3)=[C:6]2[CH:5]=[N:4]1)[CH3:2].[Br:34][C:35]1[CH:36]=[C:37]([CH2:42][NH2:43])[CH:38]=[CH:39][C:40]=1[CH3:41].CN(C(ON1N=NC2C=CC=CC1=2)=[N+](C)C)C.F[P-](F)(F)(F)(F)F, predict the reaction product. The product is: [Br:34][C:35]1[CH:36]=[C:37]([CH2:42][NH:43][C:26]([C:25]2[CH:29]=[CH:30][CH:31]=[C:23]([C:21]([NH:20][CH2:19][C:10]3[C:11]([NH:12][CH:13]4[CH2:14][CH2:15][O:16][CH2:17][CH2:18]4)=[C:6]4[CH:5]=[N:4][N:3]([CH2:1][CH3:2])[C:7]4=[N:8][C:9]=3[CH2:32][CH3:33])=[O:22])[CH:24]=2)=[O:28])[CH:38]=[CH:39][C:40]=1[CH3:41]. (2) Given the reactants [CH3:1][C:2]1[CH:11]=[C:10]([N+:12]([O-:14])=[O:13])[CH:9]=[CH:8][C:3]=1[C:4]([O:6][CH3:7])=[O:5].C1C(=O)N([Br:22])C(=O)C1.C(OOC(=O)C1C=CC=CC=1)(=O)C1C=CC=CC=1.O, predict the reaction product. The product is: [Br:22][CH2:1][C:2]1[CH:11]=[C:10]([N+:12]([O-:14])=[O:13])[CH:9]=[CH:8][C:3]=1[C:4]([O:6][CH3:7])=[O:5]. (3) Given the reactants [F:1][C:2]1[CH:30]=[CH:29][CH:28]=[CH:27][C:3]=1[N:4]([CH2:16][C:17]1[CH:18]=[C:19]([CH:24]=[CH:25][CH:26]=1)[C:20]([O:22]C)=[O:21])[C:5]([O:7][C@@H:8]1[CH:13]2[CH2:14][CH2:15][N:10]([CH2:11][CH2:12]2)[CH2:9]1)=[O:6].O.[OH-].[Li+], predict the reaction product. The product is: [F:1][C:2]1[CH:30]=[CH:29][CH:28]=[CH:27][C:3]=1[N:4]([CH2:16][C:17]1[CH:18]=[C:19]([CH:24]=[CH:25][CH:26]=1)[C:20]([OH:22])=[O:21])[C:5]([O:7][C@@H:8]1[CH:13]2[CH2:14][CH2:15][N:10]([CH2:11][CH2:12]2)[CH2:9]1)=[O:6]. (4) Given the reactants [CH3:1][O-:2].[Na+].Br[C:5]1([C:11]([C:13]2[CH:18]=[CH:17][C:16]([S:19][CH3:20])=[CH:15][CH:14]=2)=O)[CH2:10][CH2:9][CH2:8][CH2:7][CH2:6]1.C1(C)C=CC=CC=1.[OH2:28], predict the reaction product. The product is: [CH3:1][O:2][C:11]1([C:13]2[CH:14]=[CH:15][C:16]([S:19][CH3:20])=[CH:17][CH:18]=2)[C:5]2([CH2:6][CH2:7][CH2:8][CH2:9][CH2:10]2)[O:28]1. (5) The product is: [F:20][C:21]1[CH:22]=[CH:23][C:24]([C:27]2[C:30]([CH3:31])=[N:19][C:15]3[N:16]([N:17]=[CH:18][C:14]=3[C:11]3[CH:10]=[CH:9][C:8]([N:5]4[CH2:6][CH2:7][N:2]([CH3:1])[CH2:3][CH2:4]4)=[CH:13][CH:12]=3)[C:28]=2[NH2:29])=[CH:25][CH:26]=1. Given the reactants [CH3:1][N:2]1[CH2:7][CH2:6][N:5]([C:8]2[CH:13]=[CH:12][C:11]([C:14]3[CH:18]=[N:17][NH:16][C:15]=3[NH2:19])=[CH:10][CH:9]=2)[CH2:4][CH2:3]1.[F:20][C:21]1[CH:26]=[CH:25][C:24]([CH:27]([C:30](=O)[CH3:31])[C:28]#[N:29])=[CH:23][CH:22]=1, predict the reaction product.